From a dataset of Full USPTO retrosynthesis dataset with 1.9M reactions from patents (1976-2016). Predict the reactants needed to synthesize the given product. The reactants are: Cl[C:2]1[CH:7]=[C:6]([C:8]2[CH:13]=[CH:12][CH:11]=[C:10]([CH3:14])[C:9]=2[CH3:15])[N:5]=[C:4]([NH2:16])[N:3]=1.[NH:17]1[C:25]2[C:20](=[CH:21][C:22]([CH2:26][NH2:27])=[CH:23][CH:24]=2)[CH:19]=[N:18]1.CCN(CC)CC.C(O)CCC. Given the product [CH3:15][C:9]1[C:10]([CH3:14])=[CH:11][CH:12]=[CH:13][C:8]=1[C:6]1[N:5]=[C:4]([NH2:16])[N:3]=[C:2]([NH:27][CH2:26][C:22]2[CH:21]=[C:20]3[C:25](=[CH:24][CH:23]=2)[NH:17][N:18]=[CH:19]3)[CH:7]=1, predict the reactants needed to synthesize it.